From a dataset of Forward reaction prediction with 1.9M reactions from USPTO patents (1976-2016). Predict the product of the given reaction. (1) Given the reactants [NH2:1][C:2]1[CH:3]=[C:4]([CH:7]=[CH:8][C:9]=1[OH:10])[C:5]#[N:6].[CH2:11]1[O:13][C@@H:12]1[CH2:14]Cl.C([O-])([O-])=O.[K+].[K+], predict the reaction product. The product is: [OH:13][CH2:11][C@H:12]1[CH2:14][NH:1][C:2]2[CH:3]=[C:4]([C:5]#[N:6])[CH:7]=[CH:8][C:9]=2[O:10]1. (2) Given the reactants [C:1](=[O:4])([OH:3])[O-:2].[Mg+2].[C:6](=[O:9])([OH:8])[O-:7].C([O-])(=O)CC(CC([O-])=O)(C([O-])=O)O.[Nd+3:23], predict the reaction product. The product is: [C:1](=[O:2])([O-:4])[O-:3].[Nd+3:23].[C:6](=[O:7])([O-:9])[O-:8].[C:1](=[O:2])([O-:4])[O-:3].[Nd+3:23]. (3) Given the reactants P([O-])([O-])([O-])=O.[K+].[K+].[K+].C([C@H](N)C(O)=O)CC(N[C@H](C(NCC(O)=O)=O)CS)=O.[CH3:29][CH2:30][CH2:31][CH2:32][CH2:33][C@H:34]([OH:53])/[CH:35]=[CH:36]/[C@@H:37]1[C@@H:41]([CH2:42]/[CH:43]=[CH:44]\[CH2:45][CH2:46][CH2:47][C:48]([OH:50])=[O:49])[C@H:40]2[O:51][O:52][C@@H:38]1[CH2:39]2.C([O-])(=O)CC(CC([O-])=O)(C([O-])=O)O, predict the reaction product. The product is: [CH3:29][CH2:30][CH2:31][CH2:32][CH2:33][C@H:34]([OH:53])/[CH:35]=[CH:36]/[C@@H:37]1[C@@H:41]([CH2:42]/[CH:43]=[CH:44]\[CH2:45][CH2:46][CH2:47][C:48]([OH:50])=[O:49])[C:40](=[O:51])[CH2:39][C@H:38]1[OH:52].